Task: Predict the reactants needed to synthesize the given product.. Dataset: Full USPTO retrosynthesis dataset with 1.9M reactions from patents (1976-2016) (1) Given the product [Cl:45][CH2:46][C:47](=[CH2:48])[CH2:49][O:1][C:2]1[CH:44]=[CH:43][C:5]([CH2:6][NH:7][C:8]2[N:13]=[C:12]([O:14][CH2:15][C:16]([F:17])([F:18])[F:19])[N:11]=[C:10]([NH:20][C:21]3[CH:42]=[CH:41][C:24]([C:25]([NH:27][CH2:28][C:29]([CH3:39])([CH3:40])[CH2:30][NH:31][C:32](=[O:38])[O:33][C:34]([CH3:35])([CH3:36])[CH3:37])=[O:26])=[CH:23][N:22]=3)[CH:9]=2)=[CH:4][CH:3]=1, predict the reactants needed to synthesize it. The reactants are: [OH:1][C:2]1[CH:44]=[CH:43][C:5]([CH2:6][NH:7][C:8]2[N:13]=[C:12]([O:14][CH2:15][C:16]([F:19])([F:18])[F:17])[N:11]=[C:10]([NH:20][C:21]3[CH:42]=[CH:41][C:24]([C:25]([NH:27][CH2:28][C:29]([CH3:40])([CH3:39])[CH2:30][NH:31][C:32](=[O:38])[O:33][C:34]([CH3:37])([CH3:36])[CH3:35])=[O:26])=[CH:23][N:22]=3)[CH:9]=2)=[CH:4][CH:3]=1.[Cl:45][CH2:46][C:47]([CH2:49]Cl)=[CH2:48].C([O-])([O-])=O.[K+].[K+]. (2) Given the product [CH:3]1([C:6]2[CH:11]=[C:10]([CH2:12][N:13]3[CH2:16][C:15]4([CH2:20][C:19]([N:21]5[CH2:26][CH2:25][C:24]([CH3:30])([C:27]([OH:29])=[O:28])[CH2:23][CH2:22]5)=[N:18][O:17]4)[CH2:14]3)[C:9]([O:31][CH3:32])=[CH:8][C:7]=2[C:33]2[CH:38]=[CH:37][C:36]([F:39])=[CH:35][C:34]=2[F:40])[CH2:4][CH2:5]1, predict the reactants needed to synthesize it. The reactants are: [OH-].[Na+].[CH:3]1([C:6]2[CH:11]=[C:10]([CH2:12][N:13]3[CH2:16][C:15]4([CH2:20][C:19]([N:21]5[CH2:26][CH2:25][C:24]([CH3:30])([C:27]([O-:29])=[O:28])[CH2:23][CH2:22]5)=[N:18][O:17]4)[CH2:14]3)[C:9]([O:31][CH3:32])=[CH:8][C:7]=2[C:33]2[CH:38]=[CH:37][C:36]([F:39])=[CH:35][C:34]=2[F:40])[CH2:5][CH2:4]1.Cl. (3) Given the product [NH2:5][C:6]1[N:25]=[CH:24][C:9]2[CH2:10][CH2:11][CH:12]3[CH2:19][CH2:18][CH:17]([C:20]([O:22][CH3:23])=[O:21])[CH2:16][N:13]3[C:14](=[O:15])[C:8]=2[CH:7]=1, predict the reactants needed to synthesize it. The reactants are: C([NH:5][C:6]1[N:25]=[CH:24][C:9]2[CH2:10][CH2:11][CH:12]3[CH2:19][CH2:18][CH:17]([C:20]([O:22][CH3:23])=[O:21])[CH2:16][N:13]3[C:14](=[O:15])[C:8]=2[CH:7]=1)(C)(C)C. (4) Given the product [C:8]1([C:5]2[N:4]=[CH:3][C:2]([B:14]3[O:18][C:17]([CH3:20])([CH3:19])[C:16]([CH3:22])([CH3:21])[O:15]3)=[CH:7][N:6]=2)[CH:13]=[CH:12][CH:11]=[CH:10][CH:9]=1, predict the reactants needed to synthesize it. The reactants are: Br[C:2]1[CH:3]=[N:4][C:5]([C:8]2[CH:13]=[CH:12][CH:11]=[CH:10][CH:9]=2)=[N:6][CH:7]=1.[B:14]1([B:14]2[O:18][C:17]([CH3:20])([CH3:19])[C:16]([CH3:22])([CH3:21])[O:15]2)[O:18][C:17]([CH3:20])([CH3:19])[C:16]([CH3:22])([CH3:21])[O:15]1.C([O-])(=O)C.[K+].